Predict the product of the given reaction. From a dataset of Forward reaction prediction with 1.9M reactions from USPTO patents (1976-2016). The product is: [C:1]([C:4]1[CH:5]=[CH:6][C:7]2[S:11][C:10](=[N:12][C:13](=[O:24])[C:14]3[CH:19]=[CH:18][CH:17]=[C:16]([C:20]([F:22])([F:23])[F:21])[CH:15]=3)[N:9]([CH:27]([CH2:32][CH3:33])[C:28]([OH:30])=[O:29])[C:8]=2[CH:25]=1)(=[O:3])[CH3:2]. Given the reactants [C:1]([C:4]1[CH:5]=[CH:6][C:7]2[S:11][C:10]([NH:12][C:13](=[O:24])[C:14]3[CH:19]=[CH:18][CH:17]=[C:16]([C:20]([F:23])([F:22])[F:21])[CH:15]=3)=[N:9][C:8]=2[CH:25]=1)(=[O:3])[CH3:2].Br[CH:27]([CH2:32][CH3:33])[C:28]([O:30]C)=[O:29].ClC1C=C(C=CC=1)C(NC1SC2C(F)=C(F)C(F)=CC=2N=1)=O.BrCC(OCC)=O, predict the reaction product.